Predict the reactants needed to synthesize the given product. From a dataset of Full USPTO retrosynthesis dataset with 1.9M reactions from patents (1976-2016). (1) Given the product [CH3:17][O:6][C:5](=[O:7])[C:4]1[CH:8]=[C:9]([N+:13]([O-:15])=[O:14])[C:10]([NH:11][CH3:12])=[C:2]([Cl:1])[C:3]=1[F:16], predict the reactants needed to synthesize it. The reactants are: [Cl:1][C:2]1[C:3]([F:16])=[C:4]([CH:8]=[C:9]([N+:13]([O-:15])=[O:14])[C:10]=1[NH:11][CH3:12])[C:5]([OH:7])=[O:6].[CH3:17][Si](C=[N+]=[N-])(C)C. (2) Given the product [CH3:1][C:2]1([CH3:25])[O:7][C:6]2[CH:8]=[CH:9][C:10]([C:12]3[CH:17]=[CH:16][CH:15]=[C:14]([CH2:18][N:20]4[CH2:24][CH2:23][CH2:22][CH2:21]4)[CH:13]=3)=[N:11][C:5]=2[NH:4][CH2:3]1, predict the reactants needed to synthesize it. The reactants are: [CH3:1][C:2]1([CH3:25])[O:7][C:6]2[CH:8]=[CH:9][C:10]([C:12]3[CH:13]=[C:14]([C:18]([N:20]4[CH2:24][CH2:23][CH2:22][CH2:21]4)=O)[CH:15]=[CH:16][CH:17]=3)=[N:11][C:5]=2[NH:4][CH2:3]1.S(C)C.CO. (3) Given the product [I:1][C:2]1[CH:3]=[C:4]([CH:8]=[CH:9][C:10]=1[CH3:11])[C:5]([NH:39][C:38]1[CH:40]=[CH:41][C:35]([CH2:34][N:31]2[CH2:30][CH2:29][N:28]([CH3:27])[CH2:33][CH2:32]2)=[C:36]([C:42]([F:45])([F:44])[F:43])[CH:37]=1)=[O:6], predict the reactants needed to synthesize it. The reactants are: [I:1][C:2]1[CH:3]=[C:4]([CH:8]=[CH:9][C:10]=1[CH3:11])[C:5](Cl)=[O:6].IC1C=C(C=CC=1C)C(O)=O.O=S(Cl)Cl.[CH3:27][N:28]1[CH2:33][CH2:32][N:31]([CH2:34][C:35]2[CH:41]=[CH:40][C:38]([NH2:39])=[CH:37][C:36]=2[C:42]([F:45])([F:44])[F:43])[CH2:30][CH2:29]1.CCN(CC)CC. (4) Given the product [C:15]([O:14][C:12](=[O:13])[C@H:4]([CH2:5][C:6]1[CH:11]=[CH:10][CH:9]=[CH:8][CH:7]=1)[NH:3][CH2:21][C:20]#[CH:19])([CH3:18])([CH3:17])[CH3:16], predict the reactants needed to synthesize it. The reactants are: [Li+].[OH-].[NH2:3][C@H:4]([C:12]([O:14][C:15]([CH3:18])([CH3:17])[CH3:16])=[O:13])[CH2:5][C:6]1[CH:11]=[CH:10][CH:9]=[CH:8][CH:7]=1.[CH2:19](Br)[C:20]#[CH:21]. (5) Given the product [CH2:1]([O:8][C:9]([NH:10][CH2:11][C:12]1[C:13]([CH3:24])=[N:14][O:15][C:16]=1[C:17]1[CH:22]=[CH:21][C:20]([C:33]2[CH:32]=[CH:31][CH:30]=[C:29]([C:26]([OH:28])=[O:27])[CH:34]=2)=[CH:19][CH:18]=1)=[O:25])[C:2]1[CH:7]=[CH:6][CH:5]=[CH:4][CH:3]=1, predict the reactants needed to synthesize it. The reactants are: [CH2:1]([O:8][C:9](=[O:25])[NH:10][CH2:11][C:12]1[C:13]([CH3:24])=[N:14][O:15][C:16]=1[C:17]1[CH:22]=[CH:21][C:20](Br)=[CH:19][CH:18]=1)[C:2]1[CH:7]=[CH:6][CH:5]=[CH:4][CH:3]=1.[C:26]([C:29]1[CH:30]=[C:31](B(O)O)[CH:32]=[CH:33][CH:34]=1)([OH:28])=[O:27]. (6) Given the product [N:1]1([C:7]2[S:8][C:9]([C:23]#[N:25])=[C:10]([CH2:12][C:13]3[CH:22]=[CH:21][C:20]4[C:15](=[CH:16][CH:17]=[CH:18][CH:19]=4)[CH:14]=3)[N:11]=2)[CH2:6][CH2:5][O:4][CH2:3][CH2:2]1, predict the reactants needed to synthesize it. The reactants are: [N:1]1([C:7]2[S:8][C:9]([C:23]([NH2:25])=O)=[C:10]([CH2:12][C:13]3[CH:22]=[CH:21][C:20]4[C:15](=[CH:16][CH:17]=[CH:18][CH:19]=4)[CH:14]=3)[N:11]=2)[CH2:6][CH2:5][O:4][CH2:3][CH2:2]1.P(Cl)(Cl)(Cl)=O. (7) Given the product [F:18][C:19]([F:32])([F:31])[S:20]([O:7][C:8]1[CH:17]=[CH:16][CH:15]=[C:14]2[C:9]=1[CH:10]=[CH:11][CH:12]=[N:13]2)(=[O:22])=[O:21], predict the reactants needed to synthesize it. The reactants are: N1C=CC=CC=1.[OH:7][C:8]1[CH:17]=[CH:16][CH:15]=[C:14]2[C:9]=1[CH:10]=[CH:11][CH:12]=[N:13]2.[F:18][C:19]([F:32])([F:31])[S:20](O[S:20]([C:19]([F:32])([F:31])[F:18])(=[O:22])=[O:21])(=[O:22])=[O:21].Cl.